Dataset: Reaction yield outcomes from USPTO patents with 853,638 reactions. Task: Predict the reaction yield, written as a fraction of the theoretical maximum amount of product (1.0 means a 100% yield; for example, 0.34 means a 34% yield). (1) The reactants are [NH2:1][CH2:2][CH:3]1[CH2:15][CH2:14][C:13]2[C:12]3[C:7](=[C:8]([C:17]([NH2:19])=[O:18])[CH:9]=[CH:10][C:11]=3[Br:16])[NH:6][C:5]=2[CH2:4]1.[Br:20][CH2:21][CH2:22][CH2:23][C:24](Cl)=[O:25]. The catalyst is C1COCC1.C(Cl)Cl. The product is [Br:16][C:11]1[CH:10]=[CH:9][C:8]([C:17]([NH2:19])=[O:18])=[C:7]2[C:12]=1[C:13]1[CH2:14][CH2:15][CH:3]([CH2:2][NH:1][C:24](=[O:25])[CH2:23][CH2:22][CH2:21][Br:20])[CH2:4][C:5]=1[NH:6]2. The yield is 0.420. (2) The reactants are [OH:1][C:2]1[CH:7]=[C:6]([O:8][CH3:9])[CH:5]=[CH:4][C:3]=1[C:10](=[O:19])[CH2:11][C:12]([O:14][C:15]([CH3:18])([CH3:17])[CH3:16])=[O:13].[CH:20](=O)[C:21]1[CH:26]=[CH:25][CH:24]=[CH:23][CH:22]=1.N1CCCCC1.C(O)(=O)C. The catalyst is C1C=CC=CC=1. The product is [OH:1][C:2]1[CH:7]=[C:6]([O:8][CH3:9])[CH:5]=[CH:4][C:3]=1[C:10](/[C:11](=[CH:20]\[C:21]1[CH:26]=[CH:25][CH:24]=[CH:23][CH:22]=1)/[C:12]([O:14][C:15]([CH3:16])([CH3:18])[CH3:17])=[O:13])=[O:19]. The yield is 0.460. (3) The yield is 0.700. The product is [N:1]1([C:7]2[CH:8]=[CH:9][C:10]([NH:13][C:14](=[O:17])[NH:15][NH:16][C:26](=[O:27])[C:25]3[CH:29]=[C:21]([CH:18]([CH3:20])[CH3:19])[C:22]([O:34][CH2:35][O:36][CH3:37])=[CH:23][C:24]=3[O:30][CH2:31][O:32][CH3:33])=[CH:11][CH:12]=2)[CH2:6][CH2:5][O:4][CH2:3][CH2:2]1. The catalyst is CN(C)C=O.C(OCC)(=O)C.CN1CCCC1=O. The reactants are [N:1]1([C:7]2[CH:12]=[CH:11][C:10]([NH:13][C:14](=[O:17])[NH:15][NH2:16])=[CH:9][CH:8]=2)[CH2:6][CH2:5][O:4][CH2:3][CH2:2]1.[CH:18]([C:21]1[C:22]([O:34][CH2:35][O:36][CH3:37])=[CH:23][C:24]([O:30][CH2:31][O:32][CH3:33])=[C:25]([CH:29]=1)[C:26](O)=[O:27])([CH3:20])[CH3:19].O.ON1C2C=CC=CC=2N=N1.CN(C)CCCN=C=NCC.C(=O)([O-])O.[Na+]. (4) The reactants are Br[C:2]1[C:3]2[N:4]([C:16](=[O:31])[N:17]([CH2:19][C:20]3[C:21]([CH3:30])=[N:22][C:23]([C:26]([F:29])([F:28])[F:27])=[CH:24][CH:25]=3)[N:18]=2)[CH:5]=[CH:6][C:7]=1[C:8]1[CH:15]=[CH:14][C:11]([C:12]#[N:13])=[CH:10][CH:9]=1.[C:32]1(B(O)O)[CH:37]=[CH:36][CH:35]=[CH:34][CH:33]=1.[O-]P([O-])([O-])=O.[K+].[K+].[K+].C(Cl)Cl. The product is [CH3:30][C:21]1[C:20]([CH2:19][N:17]2[C:16](=[O:31])[N:4]3[CH:5]=[CH:6][C:7]([C:8]4[CH:9]=[CH:10][C:11]([C:12]#[N:13])=[CH:14][CH:15]=4)=[C:2]([C:32]4[CH:37]=[CH:36][CH:35]=[CH:34][CH:33]=4)[C:3]3=[N:18]2)=[CH:25][CH:24]=[C:23]([C:26]([F:27])([F:29])[F:28])[N:22]=1. The catalyst is C1C=CC(P(C2C=CC=CC=2)[C-]2C=CC=C2)=CC=1.C1C=CC(P(C2C=CC=CC=2)[C-]2C=CC=C2)=CC=1.Cl[Pd]Cl.[Fe+2].C1COCC1. The yield is 0.900. (5) The reactants are [C:1]1([C@H:7]2[CH2:11][C@@H:10]([NH:12][C:13](=[O:15])[CH3:14])[CH:9]=[CH:8]2)[CH:6]=[CH:5][CH:4]=[CH:3][CH:2]=1.[CH2:16]([Zn]CC)C.ICI.Cl.[O-]S([O-])(=S)=O.[Na+].[Na+]. The catalyst is [Cl-].[Na+].O.CC(OC)(C)C.C(Cl)Cl. The product is [C:1]1([C@@H:7]2[C@H:8]3[C@H:9]([CH2:16]3)[C@H:10]([NH:12][C:13](=[O:15])[CH3:14])[CH2:11]2)[CH:6]=[CH:5][CH:4]=[CH:3][CH:2]=1. The yield is 0.770. (6) The reactants are [O:1]=[C:2]1[NH:7][CH:6]2[CH:4]([CH2:5]2)[N:3]1[C:8]([O:10][CH2:11][C:12]1[CH:17]=[CH:16][CH:15]=[CH:14][CH:13]=1)=[O:9].Br[C:19]1[CH:24]=[CH:23][N:22]=[C:21]([O:25][CH3:26])[CH:20]=1.CC1(C)C2C(=C(P(C3C=CC=CC=3)C3C=CC=CC=3)C=CC=2)OC2C(P(C3C=CC=CC=3)C3C=CC=CC=3)=CC=CC1=2.C(=O)([O-])[O-].[Cs+].[Cs+]. The catalyst is C1C=CC(/C=C/C(/C=C/C2C=CC=CC=2)=O)=CC=1.C1C=CC(/C=C/C(/C=C/C2C=CC=CC=2)=O)=CC=1.C1C=CC(/C=C/C(/C=C/C2C=CC=CC=2)=O)=CC=1.[Pd].[Pd].O1CCOCC1. The product is [CH3:26][O:25][C:21]1[CH:20]=[C:19]([N:7]2[CH:6]3[CH:4]([CH2:5]3)[N:3]([C:8]([O:10][CH2:11][C:12]3[CH:17]=[CH:16][CH:15]=[CH:14][CH:13]=3)=[O:9])[C:2]2=[O:1])[CH:24]=[CH:23][N:22]=1. The yield is 0.410. (7) The catalyst is CCO. The yield is 0.230. The reactants are Cl[C:2]1[N:10]=[CH:9][N:8]=[C:7]2[C:3]=1[N:4]=[CH:5][N:6]2[C@H:11]1[C@@H:15]2[O:16]C(C)(C)[O:18][C@@H:14]2[C@@H:13]([CH2:21][NH:22][S:23]([NH2:26])(=[O:25])=[O:24])[O:12]1.[F:27][C:28]1[CH:35]=[CH:34][C:31]([CH2:32][NH2:33])=[CH:30][CH:29]=1.CCN(C(C)C)C(C)C. The product is [F:27][C:28]1[CH:35]=[CH:34][C:31]([CH2:32][NH:33][C:2]2[N:10]=[CH:9][N:8]=[C:7]3[C:3]=2[N:4]=[CH:5][N:6]3[C@@H:11]2[O:12][C@H:13]([CH2:21][NH:22][S:23]([NH2:26])(=[O:24])=[O:25])[C@@H:14]([OH:18])[C@H:15]2[OH:16])=[CH:30][CH:29]=1. (8) The reactants are [N:1]1([C:7]2[N:12]=[C:11]([N:13]3[CH:18]4[CH2:19][CH2:20][CH:14]3[CH2:15][O:16][CH2:17]4)[N:10]=[C:9]([C:21]3[CH:27]=[CH:26][C:24]([NH2:25])=[CH:23][CH:22]=3)[N:8]=2)[CH2:6][CH2:5][O:4][CH2:3][CH2:2]1.ClC(Cl)(O[C:32](=[O:38])OC(Cl)(Cl)Cl)Cl.[F:40][C:41]1[CH:47]=[CH:46][C:44]([NH2:45])=[CH:43][CH:42]=1. No catalyst specified. The product is [F:40][C:41]1[CH:47]=[CH:46][C:44]([NH:45][C:32]([NH:25][C:24]2[CH:26]=[CH:27][C:21]([C:9]3[N:8]=[C:7]([N:1]4[CH2:2][CH2:3][O:4][CH2:5][CH2:6]4)[N:12]=[C:11]([N:13]4[CH:14]5[CH2:20][CH2:19][CH:18]4[CH2:17][O:16][CH2:15]5)[N:10]=3)=[CH:22][CH:23]=2)=[O:38])=[CH:43][CH:42]=1. The yield is 0.490.